Dataset: Full USPTO retrosynthesis dataset with 1.9M reactions from patents (1976-2016). Task: Predict the reactants needed to synthesize the given product. (1) Given the product [Br-:35].[CH2:34]([N+:1]12[CH2:6][CH2:5][CH:4]([CH2:7][CH2:8]1)[C@@H:3]([O:9][C:10](=[O:31])[N:11]([CH2:19][CH2:20][C:21]1[CH:26]=[CH:25][C:24]([O:27][CH3:28])=[C:23]([O:29][CH3:30])[CH:22]=1)[CH2:12][C:13]1[O:14][C:15]([CH3:18])=[CH:16][CH:17]=1)[CH2:2]2)[CH:33]=[CH2:32], predict the reactants needed to synthesize it. The reactants are: [N:1]12[CH2:8][CH2:7][CH:4]([CH2:5][CH2:6]1)[C@@H:3]([O:9][C:10](=[O:31])[N:11]([CH2:19][CH2:20][C:21]1[CH:26]=[CH:25][C:24]([O:27][CH3:28])=[C:23]([O:29][CH3:30])[CH:22]=1)[CH2:12][C:13]1[O:14][C:15]([CH3:18])=[CH:16][CH:17]=1)[CH2:2]2.[CH2:32]([Br:35])[CH:33]=[CH2:34]. (2) Given the product [C:23]1([C@@H:6]([C@H:7]([O:21][CH3:22])[C@H:8]([O:11][CH2:12][C:13]2[CH:14]=[CH:15][C:16]([O:19][CH3:20])=[CH:17][CH:18]=2)[CH:9]=[CH2:10])[C:5](=[O:41])[CH:30]=[CH2:31])[CH2:28][CH2:27][CH2:26][CH2:25][CH:24]=1, predict the reactants needed to synthesize it. The reactants are: COCN[C:5](=O)[C@@H:6]([C:23]1[CH2:28][CH2:27][CH2:26][CH2:25][CH:24]=1)[C@H:7]([O:21][CH3:22])[C@H:8]([O:11][CH2:12][C:13]1[CH:18]=[CH:17][C:16]([O:19][CH3:20])=[CH:15][CH:14]=1)[CH:9]=[CH2:10].[CH:30]([Mg]Br)=[CH2:31].[NH4+].[Cl-].C1COCC1.[OH2:41]. (3) The reactants are: [C:1]([OH:13])(=[O:12])[C:2]1[CH:11]=[CH:10][C:7]([O:8][CH3:9])=[C:4]([O:5][CH3:6])[CH:3]=1.[Cl:14][C:15]([Cl:20])([Cl:19])[CH:16](O)O. Given the product [CH3:9][O:8][C:7]1[CH:10]=[C:11]2[C:2](=[CH:3][C:4]=1[O:5][CH3:6])[C:1](=[O:13])[O:12][CH:16]2[C:15]([Cl:20])([Cl:19])[Cl:14], predict the reactants needed to synthesize it. (4) The reactants are: [N-:1]=[N+]=[N-].[Na+].[F:5][C:6]1[CH:7]=[C:8]2[C:13](=[CH:14][CH:15]=1)[C:12](C(O)=O)=[CH:11][CH:10]=[CH:9]2. Given the product [F:5][C:6]1[CH:7]=[C:8]2[C:13](=[CH:14][CH:15]=1)[C:12]([NH2:1])=[CH:11][CH:10]=[CH:9]2, predict the reactants needed to synthesize it. (5) Given the product [CH3:20][N:21]([CH3:35])[CH2:22][CH2:23][O:24][C:25]1[C:32]([CH3:33])=[CH:31][C:28]([C:29]2[NH:12][C:10](=[O:11])[C:9]3[C:13]([CH:19]=2)=[CH:14][C:15]([O:17][CH3:18])=[CH:16][C:8]=3[O:7][CH3:6])=[CH:27][C:26]=1[CH3:34], predict the reactants needed to synthesize it. The reactants are: C([Li])CCC.[CH3:6][O:7][C:8]1[CH:16]=[C:15]([O:17][CH3:18])[CH:14]=[C:13]([CH3:19])[C:9]=1[C:10]([NH2:12])=[O:11].[CH3:20][N:21]([CH3:35])[CH2:22][CH2:23][O:24][C:25]1[C:32]([CH3:33])=[CH:31][C:28]([C:29]#N)=[CH:27][C:26]=1[CH3:34]. (6) The reactants are: [Br:1][C:2]1[C:11]2[CH2:10][CH2:9][CH2:8][C:7]([OH:35])([C:12]3[S:13][C:14]([C:17]4[CH:22]=[C:21]([CH3:23])[CH:20]=[C:19]([NH:24][C:25]5[CH:30]=[C:29]([C:31]([F:34])([F:33])[F:32])[CH:28]=[CH:27][N:26]=5)[N:18]=4)=[CH:15][N:16]=3)[C:6]=2[CH:5]=[CH:4][C:3]=1[C:36]([O:38]C)=[O:37].[OH-].[K+]. Given the product [Br:1][C:2]1[C:11]2[CH2:10][CH2:9][CH2:8][C:7]([OH:35])([C:12]3[S:13][C:14]([C:17]4[CH:22]=[C:21]([CH3:23])[CH:20]=[C:19]([NH:24][C:25]5[CH:30]=[C:29]([C:31]([F:32])([F:34])[F:33])[CH:28]=[CH:27][N:26]=5)[N:18]=4)=[CH:15][N:16]=3)[C:6]=2[CH:5]=[CH:4][C:3]=1[C:36]([OH:38])=[O:37], predict the reactants needed to synthesize it.